Dataset: Reaction yield outcomes from USPTO patents with 853,638 reactions. Task: Predict the reaction yield, written as a fraction of the theoretical maximum amount of product (1.0 means a 100% yield; for example, 0.34 means a 34% yield). (1) The reactants are S(Cl)(Cl)=O.CC1SC(C(O)=O)=CC=1.CC1SC(C(Cl)=O)=CC=1.[CH3:23][O:24][C:25]1[CH:26]=[C:27]2[C:32](=[CH:33][C:34]=1[O:35][CH3:36])[N:31]=[CH:30][CH:29]=[C:28]2[O:37][C:38]1[CH:44]=[CH:43][C:41]([NH2:42])=[CH:40][CH:39]=1.[CH3:45][C:46]1[S:50][C:49]([C:51]([N:53]=[C:54]=[S:55])=[O:52])=[CH:48][CH:47]=1. The catalyst is C1(C)C=CC=CC=1.C(O)C. The product is [CH3:23][O:24][C:25]1[CH:26]=[C:27]2[C:32](=[CH:33][C:34]=1[O:35][CH3:36])[N:31]=[CH:30][CH:29]=[C:28]2[O:37][C:38]1[CH:44]=[CH:43][C:41]([NH:42][C:54]([NH:53][C:51]([C:49]2[S:50][C:46]([CH3:45])=[CH:47][CH:48]=2)=[O:52])=[S:55])=[CH:40][CH:39]=1. The yield is 0.520. (2) The reactants are [OH:1][NH:2][C:3](=[NH:22])[C:4]1[C:5]([CH3:21])=[C:6]2[C:11](=[CH:12][CH:13]=1)[CH2:10][N:9]([C:14]([O:16][C:17]([CH3:20])([CH3:19])[CH3:18])=[O:15])[CH2:8][CH2:7]2.[C:23]([C:25]1[CH:26]=[C:27]([CH:31]=[CH:32][C:33]=1[O:34][CH:35]([CH3:37])[CH3:36])[C:28](Cl)=O)#[N:24]. The catalyst is C1(C)C=CC=CC=1.N1C=CC=CC=1. The product is [C:23]([C:25]1[CH:26]=[C:27]([C:28]2[O:1][N:2]=[C:3]([C:4]3[C:5]([CH3:21])=[C:6]4[C:11](=[CH:12][CH:13]=3)[CH2:10][N:9]([C:14]([O:16][C:17]([CH3:18])([CH3:19])[CH3:20])=[O:15])[CH2:8][CH2:7]4)[N:22]=2)[CH:31]=[CH:32][C:33]=1[O:34][CH:35]([CH3:36])[CH3:37])#[N:24]. The yield is 0.510. (3) The reactants are [H-].[Al+3].[Li+].[H-].[H-].[H-].[C:7]([O:11][C:12]([N:14]([C:25]([O:27][C:28]([CH3:31])([CH3:30])[CH3:29])=[O:26])[C:15]1[CH:24]=[CH:23][C:18]([C:19](OC)=[O:20])=[CH:17][N:16]=1)=[O:13])([CH3:10])([CH3:9])[CH3:8]. The product is [OH:20][CH2:19][C:18]1[CH:23]=[CH:24][C:15]([N:14]([C:25]([O:27][C:28]([CH3:31])([CH3:30])[CH3:29])=[O:26])[C:12]([O:11][C:7]([CH3:10])([CH3:9])[CH3:8])=[O:13])=[N:16][CH:17]=1. The catalyst is O1CCCC1. The yield is 0.890. (4) The catalyst is CN1C(=O)CCC1. The yield is 0.520. The reactants are [NH2:1][C:2]1[N:3]=[N:4][C:5](Cl)=[CH:6][CH:7]=1.[N:9]1([C:15]([C:17]2[CH:22]=[CH:21][CH:20]=[CH:19][C:18]=2[C:23]([F:26])([F:25])[F:24])=[O:16])[CH2:14][CH2:13][NH:12][CH2:11][CH2:10]1.[OH-].[Na+].ClCCl. The product is [NH2:1][C:2]1[N:3]=[N:4][C:5]([N:12]2[CH2:11][CH2:10][N:9]([C:15]([C:17]3[CH:22]=[CH:21][CH:20]=[CH:19][C:18]=3[C:23]([F:25])([F:24])[F:26])=[O:16])[CH2:14][CH2:13]2)=[CH:6][CH:7]=1. (5) The reactants are [F:1][C:2]1[CH:11]=[C:10]([F:12])[CH:9]=[C:8]2[C:3]=1[CH:4]([O:13][C:14]1[C:22]3[N:21]=[C:20]([CH3:23])[NH:19][C:18]=3[CH:17]=[C:16]([C:24]([OH:26])=O)[CH:15]=1)[CH2:5][CH2:6][O:7]2.[NH:27]1[CH2:31][CH2:30][CH2:29][CH2:28]1. No catalyst specified. The product is [F:1][C:2]1[CH:11]=[C:10]([F:12])[CH:9]=[C:8]2[C:3]=1[CH:4]([O:13][C:14]1[C:22]3[N:21]=[C:20]([CH3:23])[NH:19][C:18]=3[CH:17]=[C:16]([C:24]([N:27]3[CH2:31][CH2:30][CH2:29][CH2:28]3)=[O:26])[CH:15]=1)[CH2:5][CH2:6][O:7]2. The yield is 0.560.